From a dataset of NCI-60 drug combinations with 297,098 pairs across 59 cell lines. Regression. Given two drug SMILES strings and cell line genomic features, predict the synergy score measuring deviation from expected non-interaction effect. (1) Drug 1: C1=CC(=CC=C1CCC2=CNC3=C2C(=O)NC(=N3)N)C(=O)NC(CCC(=O)O)C(=O)O. Drug 2: C1=NC2=C(N=C(N=C2N1C3C(C(C(O3)CO)O)O)F)N. Cell line: HT29. Synergy scores: CSS=33.2, Synergy_ZIP=1.17, Synergy_Bliss=-0.0564, Synergy_Loewe=-21.3, Synergy_HSA=-1.04. (2) Drug 1: C1=NC2=C(N1)C(=S)N=CN2. Drug 2: C1CC(=O)NC(=O)C1N2C(=O)C3=CC=CC=C3C2=O. Cell line: RXF 393. Synergy scores: CSS=16.1, Synergy_ZIP=-8.90, Synergy_Bliss=-3.62, Synergy_Loewe=-23.1, Synergy_HSA=-3.27. (3) Drug 1: C1=CC(=CC=C1CC(C(=O)O)N)N(CCCl)CCCl.Cl. Drug 2: CC1C(C(CC(O1)OC2CC(OC(C2O)C)OC3=CC4=CC5=C(C(=O)C(C(C5)C(C(=O)C(C(C)O)O)OC)OC6CC(C(C(O6)C)O)OC7CC(C(C(O7)C)O)OC8CC(C(C(O8)C)O)(C)O)C(=C4C(=C3C)O)O)O)O. Cell line: SK-OV-3. Synergy scores: CSS=6.57, Synergy_ZIP=-2.63, Synergy_Bliss=-2.00, Synergy_Loewe=-3.69, Synergy_HSA=-3.68. (4) Drug 1: C1=NC2=C(N=C(N=C2N1C3C(C(C(O3)CO)O)O)F)N. Drug 2: CC1=C2C(C(=O)C3(C(CC4C(C3C(C(C2(C)C)(CC1OC(=O)C(C(C5=CC=CC=C5)NC(=O)OC(C)(C)C)O)O)OC(=O)C6=CC=CC=C6)(CO4)OC(=O)C)O)C)O. Cell line: MCF7. Synergy scores: CSS=0.597, Synergy_ZIP=0.959, Synergy_Bliss=-1.36, Synergy_Loewe=-2.34, Synergy_HSA=-3.06. (5) Drug 1: C1=CC(=CC=C1CCC2=CNC3=C2C(=O)NC(=N3)N)C(=O)NC(CCC(=O)O)C(=O)O. Drug 2: C1=C(C(=O)NC(=O)N1)F. Cell line: UACC62. Synergy scores: CSS=41.1, Synergy_ZIP=-7.03, Synergy_Bliss=-10.2, Synergy_Loewe=-4.75, Synergy_HSA=-4.64. (6) Drug 1: CC1OCC2C(O1)C(C(C(O2)OC3C4COC(=O)C4C(C5=CC6=C(C=C35)OCO6)C7=CC(=C(C(=C7)OC)O)OC)O)O. Drug 2: CN1C(=O)N2C=NC(=C2N=N1)C(=O)N. Cell line: NCI-H460. Synergy scores: CSS=52.1, Synergy_ZIP=-3.63, Synergy_Bliss=-4.80, Synergy_Loewe=-3.80, Synergy_HSA=-0.370.